Dataset: Forward reaction prediction with 1.9M reactions from USPTO patents (1976-2016). Task: Predict the product of the given reaction. (1) Given the reactants [CH3:1][O:2][C:3]1[CH:30]=[C:29]([O:31][CH3:32])[CH:28]=[CH:27][C:4]=1[CH2:5][NH:6][C:7]1[N:16]=[C:15]([NH:17]NC(=O)C)[C:14]2[CH:13]=[CH:12][C:11]3[O:22][C:23]([F:26])([F:25])[O:24][C:10]=3[C:9]=2[N:8]=1.[CH3:33]/[C:34](/O[Si](C)(C)C)=[N:35]\[Si](C)(C)C, predict the reaction product. The product is: [CH3:1][O:2][C:3]1[CH:30]=[C:29]([O:31][CH3:32])[CH:28]=[CH:27][C:4]=1[CH2:5][NH:6][C:7]1[N:16]2[N:35]=[C:34]([CH3:33])[N:17]=[C:15]2[C:14]2[C:9](=[C:10]3[O:24][C:23]([F:26])([F:25])[O:22][C:11]3=[CH:12][CH:13]=2)[N:8]=1. (2) The product is: [O:1]1[C:5]2[CH:6]=[CH:7][C:8]([CH2:10][CH:11]3[CH2:12][CH2:13][N:14]([C:17]([O:19][C:20]([CH3:23])([CH3:22])[CH3:21])=[O:18])[CH2:15][CH2:16]3)=[CH:9][C:4]=2[O:3][CH2:2]1. Given the reactants [O:1]1[C:5]2[CH:6]=[CH:7][C:8]([CH:10]=[C:11]3[CH2:16][CH2:15][N:14]([C:17]([O:19][C:20]([CH3:23])([CH3:22])[CH3:21])=[O:18])[CH2:13][CH2:12]3)=[CH:9][C:4]=2[O:3][CH2:2]1, predict the reaction product. (3) The product is: [C:17]([CH:5]([CH:6]([C:7]1[C:16]2[C:11](=[CH:12][CH:13]=[CH:14][CH:15]=2)[CH:10]=[CH:9][CH:8]=1)[C:7]1[CH:16]=[CH:11][CH:10]=[CH:9][CH:8]=1)[C:4]([O:3][CH2:1][CH3:2])=[O:19])#[N:18]. Given the reactants [CH2:1]([O:3][C:4](=[O:19])[C:5]([C:17]#[N:18])=[CH:6][C:7]1[C:16]2[C:11](=[CH:12][CH:13]=[CH:14][CH:15]=2)[CH:10]=[CH:9][CH:8]=1)[CH3:2], predict the reaction product. (4) Given the reactants [C:1]([C:5]1[CH:6]=[C:7](C(C)C(O)=O)[CH:8]=[C:9]([C:12]([CH3:15])([CH3:14])[CH3:13])[C:10]=1[OH:11])([CH3:4])([CH3:3])[CH3:2].[NH2:21][CH2:22][C:23]1[CH:24]=[C:25]([NH:29][C:30]([C:32]2[S:33][CH:34]=[CH:35][CH:36]=2)=[NH:31])[CH:26]=[CH:27][CH:28]=1.Cl.[OH:38]N1C2C=CC=CC=2N=N1.Cl.CN(C)[CH2:51][CH2:52][CH2:53]N=C=NCC.CCN(CC)CC, predict the reaction product. The product is: [C:12]([C:9]1[CH:8]=[C:7]([CH2:53][CH2:52][C:51]([NH:21][CH2:22][C:23]2[CH:28]=[CH:27][CH:26]=[C:25]([NH:29][C:30](=[NH:31])[C:32]3[S:33][CH:34]=[CH:35][CH:36]=3)[CH:24]=2)=[O:38])[CH:6]=[C:5]([C:1]([CH3:4])([CH3:3])[CH3:2])[C:10]=1[OH:11])([CH3:15])([CH3:14])[CH3:13]. (5) Given the reactants [N:1]1[CH:6]=[CH:5][CH:4]=[C:3](B(O)O)[CH:2]=1.Br[C:11]1[CH:16]=[CH:15][C:14]([C:17]2[O:18][C:19]([CH3:30])=[C:20]([CH2:22][CH2:23][N:24]3[CH2:28][CH2:27][CH2:26][C@H:25]3[CH3:29])[N:21]=2)=[CH:13][CH:12]=1, predict the reaction product. The product is: [CH3:30][C:19]1[O:18][C:17]([C:14]2[CH:15]=[CH:16][C:11]([C:3]3[CH:2]=[N:1][CH:6]=[CH:5][CH:4]=3)=[CH:12][CH:13]=2)=[N:21][C:20]=1[CH2:22][CH2:23][N:24]1[CH2:28][CH2:27][CH2:26][C@H:25]1[CH3:29]. (6) Given the reactants [Cl:1][C:2]1[CH:7]=[CH:6][C:5]([C:8](=O)[C:9]([C:12]2[CH:17]=[CH:16][N:15]=[CH:14][CH:13]=2)=[N:10]O)=[CH:4][CH:3]=1.[Cl:19][C:20]1[CH:27]=[CH:26][CH:25]=[C:24]([Cl:28])[C:21]=1[CH:22]=O.[CH:29]1([NH2:32])[CH2:31][CH2:30]1.N.P(Cl)(Cl)Cl, predict the reaction product. The product is: [Cl:1][C:2]1[CH:7]=[CH:6][C:5]([C:8]2[N:32]([CH:29]3[CH2:31][CH2:30]3)[C:22]([C:21]3[C:20]([Cl:19])=[CH:27][CH:26]=[CH:25][C:24]=3[Cl:28])=[N:10][C:9]=2[C:12]2[CH:17]=[CH:16][N:15]=[CH:14][CH:13]=2)=[CH:4][CH:3]=1.